This data is from Forward reaction prediction with 1.9M reactions from USPTO patents (1976-2016). The task is: Predict the product of the given reaction. (1) Given the reactants [Cl-].O[NH3+:3].[C:4](=[O:7])([O-])[OH:5].[Na+].CS(C)=O.[C:13]([O:17][C:18]1[CH:23]=[CH:22][C:21]([C:24]2[C:29](=[O:30])[N:28]([CH2:31][C:32]3[CH:37]=[CH:36][C:35]([C:38]4[C:39]([C:44]#[N:45])=[CH:40][CH:41]=[CH:42][CH:43]=4)=[CH:34][C:33]=3[F:46])[C:27]([CH2:47][CH2:48][CH3:49])=[N:26][C:25]=2[CH3:50])=[CH:20][CH:19]=1)([CH3:16])([CH3:15])[CH3:14], predict the reaction product. The product is: [C:13]([O:17][C:18]1[CH:19]=[CH:20][C:21]([C:24]2[C:29](=[O:30])[N:28]([CH2:31][C:32]3[CH:37]=[CH:36][C:35]([C:38]4[CH:43]=[CH:42][CH:41]=[CH:40][C:39]=4[C:44]4[NH:3][C:4](=[O:7])[O:5][N:45]=4)=[CH:34][C:33]=3[F:46])[C:27]([CH2:47][CH2:48][CH3:49])=[N:26][C:25]=2[CH3:50])=[CH:22][CH:23]=1)([CH3:16])([CH3:15])[CH3:14]. (2) Given the reactants CS[C:3]1[NH:4][C:5](=[O:14])[C:6]([C:9]([O:11][CH2:12][CH3:13])=[O:10])=[CH:7][N:8]=1.[Cl:15][C:16]1[CH:21]=[CH:20][C:19]([CH2:22][CH2:23][NH2:24])=[CH:18][CH:17]=1, predict the reaction product. The product is: [Cl:15][C:16]1[CH:21]=[CH:20][C:19]([CH2:22][CH2:23][NH:24][C:3]2[NH:4][C:5](=[O:14])[C:6]([C:9]([O:11][CH2:12][CH3:13])=[O:10])=[CH:7][N:8]=2)=[CH:18][CH:17]=1. (3) Given the reactants [Br:1][C:2]1[C:10]2[S:9][C:8]([C:11](O)=[O:12])=[CH:7][C:6]=2[C:5]([F:14])=[CH:4][CH:3]=1.C(C1NC=CN=1)(C1[NH:18]C=CN=1)=O.C(N(CC)CC)C.ClCCl, predict the reaction product. The product is: [Br:1][C:2]1[C:10]2[S:9][C:8]([C:11]([NH2:18])=[O:12])=[CH:7][C:6]=2[C:5]([F:14])=[CH:4][CH:3]=1. (4) Given the reactants [O:1]1[CH2:6][CH2:5][N:4]([CH2:7][CH2:8][O:9][C:10]2[CH:11]=[C:12]([CH:15]=[C:16]([N+:18]([O-])=O)[CH:17]=2)[C:13]#[N:14])[CH2:3][CH2:2]1.[NH4+].[Cl-].O, predict the reaction product. The product is: [NH2:18][C:16]1[CH:15]=[C:12]([CH:11]=[C:10]([O:9][CH2:8][CH2:7][N:4]2[CH2:3][CH2:2][O:1][CH2:6][CH2:5]2)[CH:17]=1)[C:13]#[N:14]. (5) Given the reactants C([O:3][C:4](=[O:35])[C@@H:5]([O:33][CH3:34])[CH2:6][C:7]1[CH:12]=[CH:11][C:10]([O:13][CH2:14][CH2:15][CH2:16][CH2:17][O:18][C:19]2[CH:24]=[CH:23][C:22]([C:25](=[O:32])[C:26]3[CH:31]=[CH:30][CH:29]=[CH:28][CH:27]=3)=[CH:21][CH:20]=2)=[CH:9][CH:8]=1)C.[Li+].[OH-], predict the reaction product. The product is: [C:25]([C:22]1[CH:23]=[CH:24][C:19]([O:18][CH2:17][CH2:16][CH2:15][CH2:14][O:13][C:10]2[CH:9]=[CH:8][C:7]([CH2:6][C@H:5]([O:33][CH3:34])[C:4]([OH:35])=[O:3])=[CH:12][CH:11]=2)=[CH:20][CH:21]=1)(=[O:32])[C:26]1[CH:27]=[CH:28][CH:29]=[CH:30][CH:31]=1. (6) Given the reactants [C:1]([C:5]1[CH:9]=[C:8]([NH:10][C:11]([NH:13][C:14]2[C:23]3[C:18](=[CH:19][CH:20]=[CH:21][CH:22]=3)[C:17]([O:24][C:25]3[CH:30]=[CH:29][N:28]=[C:27](Cl)[N:26]=3)=[CH:16][CH:15]=2)=[O:12])[N:7]([C:32]2[CH:37]=[CH:36][C:35]([P:38]([CH3:41])([CH3:40])=[O:39])=[CH:34][CH:33]=2)[N:6]=1)([CH3:4])([CH3:3])[CH3:2].[CH3:42][NH:43][CH2:44][CH2:45][CH2:46][OH:47], predict the reaction product. The product is: [C:1]([C:5]1[CH:9]=[C:8]([NH:10][C:11]([NH:13][C:14]2[C:23]3[C:18](=[CH:19][CH:20]=[CH:21][CH:22]=3)[C:17]([O:24][C:25]3[CH:30]=[CH:29][N:28]=[C:27]([N:43]([CH2:44][CH2:45][CH2:46][OH:47])[CH3:42])[N:26]=3)=[CH:16][CH:15]=2)=[O:12])[N:7]([C:32]2[CH:37]=[CH:36][C:35]([P:38]([CH3:41])([CH3:40])=[O:39])=[CH:34][CH:33]=2)[N:6]=1)([CH3:4])([CH3:3])[CH3:2]. (7) Given the reactants [C:1]([O:5][C:6](=[O:23])[NH:7][C:8]1[CH:13]=[CH:12][C:11]([C:14]2[CH:19]=[N:18][C:17]([C:20]#[N:21])=[C:16](Cl)[N:15]=2)=[CH:10][CH:9]=1)([CH3:4])([CH3:3])[CH3:2].[NH2:24][NH2:25], predict the reaction product. The product is: [C:1]([O:5][C:6](=[O:23])[NH:7][C:8]1[CH:9]=[CH:10][C:11]([C:14]2[N:15]=[C:16]3[NH:24][N:25]=[C:20]([NH2:21])[C:17]3=[N:18][CH:19]=2)=[CH:12][CH:13]=1)([CH3:4])([CH3:2])[CH3:3].